From a dataset of Forward reaction prediction with 1.9M reactions from USPTO patents (1976-2016). Predict the product of the given reaction. (1) Given the reactants [Si:1](Cl)([C:4]([CH3:7])([CH3:6])[CH3:5])([CH3:3])[CH3:2].N1C=CN=C1.[Br:14][CH2:15][CH2:16][CH2:17][CH2:18][CH2:19][CH2:20][CH2:21][CH2:22][CH2:23][CH2:24][CH2:25][CH2:26][OH:27].[NH4+].[Cl-], predict the reaction product. The product is: [Br:14][CH2:15][CH2:16][CH2:17][CH2:18][CH2:19][CH2:20][CH2:21][CH2:22][CH2:23][CH2:24][CH2:25][CH2:26][O:27][Si:1]([C:4]([CH3:7])([CH3:6])[CH3:5])([CH3:3])[CH3:2]. (2) Given the reactants [CH:1]1([C:4]2[O:8][N:7]=[C:6]([C:9]3[C:14]([Cl:15])=[CH:13][CH:12]=[CH:11][C:10]=3[Cl:16])[C:5]=2[CH2:17][O:18][CH:19]2[CH2:26][C@@H:25]3[C@@H:21]([CH2:22][C:23](=[O:27])[CH2:24]3)[CH2:20]2)[CH2:3][CH2:2]1.Br[C:29]1[CH:36]=[CH:35][C:32]([C:33]#[N:34])=[CH:31][C:30]=1[F:37], predict the reaction product. The product is: [CH:1]1([C:4]2[O:8][N:7]=[C:6]([C:9]3[C:14]([Cl:15])=[CH:13][CH:12]=[CH:11][C:10]=3[Cl:16])[C:5]=2[CH2:17][O:18][CH:19]2[CH2:26][C@@H:25]3[C@@H:21]([CH2:22][C:23]([C:29]4[CH:36]=[CH:35][C:32]([C:33]#[N:34])=[CH:31][C:30]=4[F:37])([OH:27])[CH2:24]3)[CH2:20]2)[CH2:3][CH2:2]1. (3) The product is: [NH2:10][C:3]1[CH:4]=[CH:5][CH:6]=[CH:1][CH:2]=1.[CH:1]1[C:6]([C:7]([OH:9])=[O:8])=[CH:5][CH:4]=[C:3]([NH2:10])[CH:2]=1. Given the reactants [CH:1]1[C:6]([C:7]([OH:9])=[O:8])=[CH:5][CH:4]=[C:3]([NH2:10])[CH:2]=1.S(OOS([O-])(=O)=O)([O-])(=O)=O.[Na+].[Na+], predict the reaction product. (4) Given the reactants [SH:1][C:2]1[N:10]=[CH:9][CH:8]=[CH:7][C:3]=1[C:4]([OH:6])=[O:5].[CH2:11](I)[CH:12]([CH3:14])[CH3:13], predict the reaction product. The product is: [CH2:11]([S:1][C:2]1[N:10]=[CH:9][CH:8]=[CH:7][C:3]=1[C:4]([OH:6])=[O:5])[CH:12]([CH3:14])[CH3:13]. (5) The product is: [CH2:17]([O:16][C:14](=[O:15])[C:13](=[O:19])[CH2:8][C:7]([CH3:12])([C:1]1[CH:6]=[CH:5][CH:4]=[CH:3][CH:2]=1)[CH3:11])[CH3:18]. Given the reactants [C:1]1([C:7]([CH3:12])([CH3:11])[CH2:8][Mg]Br)[CH:6]=[CH:5][CH:4]=[CH:3][CH:2]=1.[C:13](OCC)(=[O:19])[C:14]([O:16][CH2:17][CH3:18])=[O:15], predict the reaction product. (6) Given the reactants Br[C:2]1[CH:3]=[C:4]([N+:13]([O-:15])=[O:14])[CH:5]=[C:6]([CH:12]=1)[C:7]([O:9][CH2:10][CH3:11])=[O:8].[C:16]1(B(O)O)[CH:21]=[CH:20][CH:19]=[CH:18][CH:17]=1.C(=O)([O-])[O-].[Na+].[Na+].O1CCOCC1.O, predict the reaction product. The product is: [N+:13]([C:4]1[CH:5]=[C:6]([C:7]([O:9][CH2:10][CH3:11])=[O:8])[CH:12]=[C:2]([C:16]2[CH:21]=[CH:20][CH:19]=[CH:18][CH:17]=2)[CH:3]=1)([O-:15])=[O:14]. (7) Given the reactants [NH2:1][C:2]1[C:11]2[C:6](=[CH:7][CH:8]=[CH:9][CH:10]=2)[CH:5]=[CH:4][C:3]=1[C:12]([OH:21])([C:17]([F:20])([F:19])[F:18])[C:13]([F:16])([F:15])[F:14].[Cl:22][C:23]1[CH:24]=[C:25]([CH:29]=[CH:30][CH:31]=1)[C:26](Cl)=[O:27], predict the reaction product. The product is: [Cl:22][C:23]1[CH:24]=[C:25]([CH:29]=[CH:30][CH:31]=1)[C:26]([NH:1][C:2]1[C:11]2[C:6](=[CH:7][CH:8]=[CH:9][CH:10]=2)[CH:5]=[CH:4][C:3]=1[C:12]([OH:21])([C:13]([F:14])([F:15])[F:16])[C:17]([F:18])([F:19])[F:20])=[O:27].